Dataset: Forward reaction prediction with 1.9M reactions from USPTO patents (1976-2016). Task: Predict the product of the given reaction. (1) Given the reactants [F:1][C:2]1[CH:3]=[CH:4][C:5]([S:22](=[O:40])(=[O:39])[NH:23][C:24]2[CH:25]=[CH:26][C:27]3[C@H:28]4[CH2:38][C@H:29]4[CH2:30][O:31][C:32]=3[C:33]=2[C:34]([O:36][CH3:37])=[O:35])=[C:6](/[CH:8]=[CH:9]\[C@@H:10]2[CH2:14][CH2:13][CH2:12][N:11]2C(OC(C)(C)C)=O)[CH:7]=1.C(O)(C(F)(F)F)=O, predict the reaction product. The product is: [F:1][C:2]1[CH:3]=[CH:4][C:5]([S:22]([NH:23][C:24]2[C:33]([C:34]([O:36][CH3:37])=[O:35])=[C:32]3[C:27]([C@H:28]4[CH2:38][C@H:29]4[CH2:30][O:31]3)=[CH:26][CH:25]=2)(=[O:40])=[O:39])=[C:6](/[CH:8]=[CH:9]\[C@@H:10]2[CH2:14][CH2:13][CH2:12][NH:11]2)[CH:7]=1. (2) Given the reactants [H-].[Na+].[OH:3][CH2:4][C:5]([CH3:10])([CH3:9])[C:6]([O-:8])=[O:7].I[CH3:12].O.[OH-].[Li+], predict the reaction product. The product is: [CH3:12][O:3][CH2:4][C:5]([CH3:10])([CH3:9])[C:6]([OH:8])=[O:7]. (3) Given the reactants [C@@H:1]1([O:12][C:13]2[C:21]3[C:16](=[CH:17][CH:18]=[CH:19][C:20]=3[CH2:22][CH2:23][C:24]3[CH:29]=[CH:28][C:27]([O:30][CH2:31][CH2:32][CH2:33][NH:34][C:35]([CH2:40][OH:41])([CH2:38][OH:39])[CH2:36][OH:37])=[CH:26][CH:25]=3)[NH:15][N:14]=2)[O:9][C@H:8]([CH2:10][OH:11])[C@@H:6]([OH:7])[C@H:4]([OH:5])[C@H:2]1[OH:3].Br[CH2:43][C:44]([NH2:46])=[O:45].C(=O)([O-])[O-].[Cs+].[Cs+].[I-].[Na+], predict the reaction product. The product is: [C:44]([CH2:43][N:15]1[C:16]2[C:21](=[C:20]([CH2:22][CH2:23][C:24]3[CH:29]=[CH:28][C:27]([O:30][CH2:31][CH2:32][CH2:33][NH:34][C:35]([CH2:36][OH:37])([CH2:40][OH:41])[CH2:38][OH:39])=[CH:26][CH:25]=3)[CH:19]=[CH:18][CH:17]=2)[C:13]([O:12][C@@H:1]2[O:9][C@H:8]([CH2:10][OH:11])[C@@H:6]([OH:7])[C@H:4]([OH:5])[C@H:2]2[OH:3])=[N:14]1)(=[O:45])[NH2:46]. (4) Given the reactants [CH3:1][N:2]1[CH2:7][CH2:6][C:5](=O)[CH2:4][CH2:3]1.C([NH:16][CH:17]1[CH2:22][CH2:21][NH:20][CH2:19][CH2:18]1)(OC(C)(C)C)=O.C(O[BH-](OC(=O)C)OC(=O)C)(=O)C.[Na+].C(=O)([O-])[O-].[Na+].[Na+].C(O)(C(F)(F)F)=O.C([O-])([O-])=O.[K+].[K+], predict the reaction product. The product is: [CH3:1][N:2]1[CH2:7][CH2:6][CH:5]([N:20]2[CH2:21][CH2:22][CH:17]([NH2:16])[CH2:18][CH2:19]2)[CH2:4][CH2:3]1. (5) Given the reactants [F:1][C:2]1[CH:18]=[CH:17][CH:16]=[CH:15][C:3]=1[CH2:4][O:5][C:6]1[CH:14]=[CH:13][C:9]([C:10]([OH:12])=O)=[CH:8][CH:7]=1.CCCCCCCCCCC.Cl.[CH3:31][O:32][NH:33][CH3:34], predict the reaction product. The product is: [F:1][C:2]1[CH:18]=[CH:17][CH:16]=[CH:15][C:3]=1[CH2:4][O:5][C:6]1[CH:7]=[CH:8][C:9]([C:10]([N:33]([CH3:34])[O:32][CH3:31])=[O:12])=[CH:13][CH:14]=1. (6) Given the reactants C(OC([N:8]1[CH2:13][CH2:12][CH:11]([C:14]2[CH:19]=[CH:18][C:17]([NH:20][C:21]([C:23]3[NH:24][CH:25]=[C:26]([C:28]#[N:29])[CH:27]=3)=[O:22])=[C:16]([C:30]3[CH2:35][CH2:34][CH2:33][CH2:32][CH:31]=3)[CH:15]=2)[CH2:10][CH2:9]1)=O)(C)(C)C.[C:36]([OH:42])([C:38]([F:41])([F:40])[F:39])=[O:37].CO, predict the reaction product. The product is: [F:39][C:38]([F:41])([F:40])[C:36]([OH:42])=[O:37].[C:30]1([C:16]2[CH:15]=[C:14]([CH:11]3[CH2:10][CH2:9][NH:8][CH2:13][CH2:12]3)[CH:19]=[CH:18][C:17]=2[NH:20][C:21]([C:23]2[NH:24][CH:25]=[C:26]([C:28]#[N:29])[CH:27]=2)=[O:22])[CH2:35][CH2:34][CH2:33][CH2:32][CH:31]=1. (7) Given the reactants Br[C:2]1[CH:3]=[C:4]2[C:8](=[CH:9][CH:10]=1)N[CH:6]=[CH:5]2.[H-].[Na+].CI.Cl.[Br:16][C:17]1[CH:18]=[C:19]2[C:23](=[CH:24][CH:25]=1)[N:22]([CH3:26])[CH:21]=[CH:20]2.[C:27](Cl)(=[O:31])[C:28](Cl)=O.C1C[O:36]CC1.CC[O-].[Na+].CCO.C[N:46]([CH:48]=[O:49])[CH3:47], predict the reaction product. The product is: [O:31]1[C:27]2[CH:28]=[CH:2][CH:10]=[CH:9][C:8]=2[C:4]([C:5]2[C:47](=[O:36])[NH:46][C:48](=[O:49])[C:6]=2[C:20]2[C:19]3[C:23](=[CH:24][CH:25]=[C:17]([Br:16])[CH:18]=3)[N:22]([CH3:26])[CH:21]=2)=[CH:3]1. (8) Given the reactants [NH2:1][C@@H:2]1[C@@H:7]2[O:8][C@@H:4]([CH2:5][CH2:6]2)[C@@H:3]1[C:9]([NH2:11])=[O:10].Cl[C:13]1[C:18]([Cl:19])=[CH:17][N:16]=[C:15]([NH2:20])[C:14]=1[N+:21]([O-:23])=[O:22].CCN(C(C)C)C(C)C, predict the reaction product. The product is: [NH2:20][C:15]1[C:14]([N+:21]([O-:23])=[O:22])=[C:13]([NH:1][C@@H:2]2[C@@H:7]3[O:8][C@@H:4]([CH2:5][CH2:6]3)[C@@H:3]2[C:9]([NH2:11])=[O:10])[C:18]([Cl:19])=[CH:17][N:16]=1. (9) Given the reactants C(Cl)(=O)C(Cl)=O.[F:7][C:8]([F:46])([F:45])[C:9]1[CH:10]=[C:11]([CH:38]=[C:39]([C:41]([F:44])([F:43])[F:42])[CH:40]=1)[CH2:12][N:13]([CH3:37])[C:14](=[O:36])[C:15]1[C:20]([C:21]2[CH:26]=[CH:25][CH:24]=[CH:23][C:22]=2[CH3:27])=[CH:19][C:18]([CH:28]([OH:35])[C:29]2[CH:34]=[CH:33][CH:32]=[CH:31][CH:30]=2)=[N:17][CH:16]=1.C(N(CC)CC)C, predict the reaction product. The product is: [C:28]([C:18]1[CH:19]=[C:20]([C:21]2[CH:26]=[CH:25][CH:24]=[CH:23][C:22]=2[CH3:27])[C:15]([C:14]([N:13]([CH2:12][C:11]2[CH:10]=[C:9]([C:8]([F:45])([F:7])[F:46])[CH:40]=[C:39]([C:41]([F:43])([F:44])[F:42])[CH:38]=2)[CH3:37])=[O:36])=[CH:16][N:17]=1)(=[O:35])[C:29]1[CH:30]=[CH:31][CH:32]=[CH:33][CH:34]=1.